From a dataset of Full USPTO retrosynthesis dataset with 1.9M reactions from patents (1976-2016). Predict the reactants needed to synthesize the given product. (1) Given the product [NH2:1][C:4]1[CH:9]=[CH:8][C:7]([O:10][CH3:11])=[CH:6][C:5]=1[C:12]([F:13])([F:14])[F:15], predict the reactants needed to synthesize it. The reactants are: [N+:1]([C:4]1[CH:9]=[CH:8][C:7]([O:10][CH3:11])=[CH:6][C:5]=1[C:12]([F:15])([F:14])[F:13])([O-])=O. (2) Given the product [CH:30]1[CH:31]=[C:32]2[C:33]([C:12]3[C:13]([NH:26][C:27]2=[CH:28][CH:29]=1)=[CH:14][C:15]1[C:24]([C:23]2[C:18]([NH:17][C:16]=1[CH:11]=3)=[CH:19][CH:20]=[CH:21][CH:22]=2)=[O:25])=[O:34], predict the reactants needed to synthesize it. The reactants are: C1(C=CC(O)=CC=1)O.OO.[CH2:11]1[C:16]2[NH:17][C:18]3[C:23]([C:24](=[O:25])[C:15]=2[CH2:14][C:13]2[NH:26][C:27]4[C:32]([C:33](=[O:34])[C:12]1=2)=[CH:31][CH:30]=[CH:29][CH:28]=4)=[CH:22][CH:21]=[CH:20][CH:19]=3. (3) Given the product [O:2]1[CH2:7][CH2:6][O:5][CH2:4][C@H:3]1[CH2:8][N:9]([CH3:10])[S:19]([NH:18][C:16](=[O:17])[O:15][C:11]([CH3:13])([CH3:12])[CH3:14])(=[O:20])=[O:21], predict the reactants needed to synthesize it. The reactants are: Cl.[O:2]1[CH2:7][CH2:6][O:5][CH2:4][CH:3]1[CH2:8][NH:9][CH3:10].[C:11]([O:15][C:16]([NH:18][S:19](N1C=CC(=[N+](C)C)C=C1)(=[O:21])=[O:20])=[O:17])([CH3:14])([CH3:13])[CH3:12].C(N(CC)CC)C. (4) The reactants are: CO/[N:3]=[C:4]1/[C:5]([CH3:20])([CH3:19])[CH2:6][N:7]([C:9]([O:11][CH2:12][C:13]2[CH:18]=[CH:17][CH:16]=[CH:15][CH:14]=2)=[O:10])[CH2:8]/1.B. Given the product [NH2:3][CH:4]1[CH2:8][N:7]([C:9]([O:11][CH2:12][C:13]2[CH:18]=[CH:17][CH:16]=[CH:15][CH:14]=2)=[O:10])[CH2:6][C:5]1([CH3:20])[CH3:19], predict the reactants needed to synthesize it. (5) Given the product [Cl:18][C:9]1[C:10]([O:16][CH3:17])=[C:11]([C:14]#[N:15])[CH:12]=[CH:13][C:8]=1[CH:7]=[CH2:6], predict the reactants needed to synthesize it. The reactants are: CS(O[CH2:6][CH2:7][C:8]1[CH:13]=[CH:12][C:11]([C:14]#[N:15])=[C:10]([O:16][CH3:17])[C:9]=1[Cl:18])(=O)=O.C1CCN2C(=NCCC2)CC1. (6) Given the product [CH3:36][O:35][C:32]1[CH:33]=[CH:34][C:29]([C:26]2[CH:25]=[CH:24][C:23]([S:20]([N:19]([CH:4]([CH:5]3[CH2:6][CH2:7][N:8]([C:11]([N:13]4[CH2:14][CH2:15][O:16][CH2:17][CH2:18]4)=[O:12])[CH2:9][CH2:10]3)[C:3]([OH:2])=[O:37])[CH3:39])(=[O:22])=[O:21])=[CH:28][CH:27]=2)=[CH:30][CH:31]=1, predict the reactants needed to synthesize it. The reactants are: C[O:2][C:3](=[O:37])[CH:4]([NH:19][S:20]([C:23]1[CH:28]=[CH:27][C:26]([C:29]2[CH:34]=[CH:33][C:32]([O:35][CH3:36])=[CH:31][CH:30]=2)=[CH:25][CH:24]=1)(=[O:22])=[O:21])[CH:5]1[CH2:10][CH2:9][N:8]([C:11]([N:13]2[CH2:18][CH2:17][O:16][CH2:15][CH2:14]2)=[O:12])[CH2:7][CH2:6]1.O[C:39](C(F)(F)F)=O.COC(=O)C(NS(C1C=CC(C2C=CC(OC)=CC=2)=CC=1)(=O)=O)C1CCNCC1.C(N(CC)CC)C.[Cl-]. (7) Given the product [NH2:1][C:4]1[C:13]2[C:8](=[CH:9][CH:10]=[CH:11][CH:12]=2)[C:7]([C@H:14]2[N:18]3[C:19](=[O:31])[N:20]([CH2:23][CH2:24][N:25]4[CH2:26][CH2:27][O:28][CH2:29][CH2:30]4)[C:21](=[O:22])[C:17]43[CH2:32][N:33]([CH2:35][C:36]3[CH:41]=[CH:40][C:39]([O:42][CH3:43])=[C:38]([OH:44])[CH:37]=3)[CH2:34][C@H:16]4[CH2:15]2)=[CH:6][CH:5]=1, predict the reactants needed to synthesize it. The reactants are: [N:1]([C:4]1[C:13]2[C:8](=[CH:9][CH:10]=[CH:11][CH:12]=2)[C:7]([C@H:14]2[N:18]3[C:19](=[O:31])[N:20]([CH2:23][CH2:24][N:25]4[CH2:30][CH2:29][O:28][CH2:27][CH2:26]4)[C:21](=[O:22])[C:17]43[CH2:32][N:33]([CH2:35][C:36]3[CH:41]=[CH:40][C:39]([O:42][CH3:43])=[C:38]([OH:44])[CH:37]=3)[CH2:34][C@H:16]4[CH2:15]2)=[CH:6][CH:5]=1)=[N+]=[N-].P(CCCC)(CCCC)CCCC.O.Cl. (8) Given the product [ClH:22].[C:14]([O:13][C@H:10]1[CH2:11][CH2:12][N:8]([CH2:1][C:2]2[CH:3]=[CH:4][CH:5]=[CH:6][CH:7]=2)[CH2:9]1)(=[O:21])[C:15]1[CH:20]=[CH:19][CH:18]=[CH:17][CH:16]=1, predict the reactants needed to synthesize it. The reactants are: [CH2:1]([N:8]1[CH2:12][CH2:11][C@H:10]([OH:13])[CH2:9]1)[C:2]1[CH:7]=[CH:6][CH:5]=[CH:4][CH:3]=1.[C:14]([Cl:22])(=[O:21])[C:15]1[CH:20]=[CH:19][CH:18]=[CH:17][CH:16]=1.C(OC)(C)(C)C.